From a dataset of Reaction yield outcomes from USPTO patents with 853,638 reactions. Predict the reaction yield, written as a fraction of the theoretical maximum amount of product (1.0 means a 100% yield; for example, 0.34 means a 34% yield). (1) The reactants are [C:1]([O:5][C:6](=[O:43])[N:7]([C:16]1[CH:21]=[CH:20][C:19]([C:22]([C:24]2[C:32]3[C:27](=[N:28][CH:29]=[C:30]([Cl:33])[CH:31]=3)[N:26](S(C3C=CC=CC=3)(=O)=O)[CH:25]=2)=[O:23])=[CH:18][N:17]=1)[CH2:8][C:9]1[CH:14]=[CH:13][CH:12]=[CH:11][C:10]=1[F:15])([CH3:4])([CH3:3])[CH3:2].C(=O)([O-])[O-].[K+].[K+].O. The catalyst is O1CCCC1. The product is [C:1]([O:5][C:6](=[O:43])[N:7]([C:16]1[CH:21]=[CH:20][C:19]([C:22]([C:24]2[C:32]3[C:27](=[N:28][CH:29]=[C:30]([Cl:33])[CH:31]=3)[NH:26][CH:25]=2)=[O:23])=[CH:18][N:17]=1)[CH2:8][C:9]1[CH:14]=[CH:13][CH:12]=[CH:11][C:10]=1[F:15])([CH3:4])([CH3:2])[CH3:3]. The yield is 0.640. (2) The yield is 0.580. The product is [N:14]1[CH:15]=[CH:16][C:11]([C:9]2[NH:8][C:4]3[N:5]=[CH:6][N:7]=[C:2]([C:29]4[CH:30]=[C:25]([NH:24][C:22](=[O:23])[C:21]5[CH:34]=[CH:35][CH:36]=[C:19]([C:18]([F:37])([F:38])[F:17])[CH:20]=5)[CH:26]=[CH:27][CH:28]=4)[C:3]=3[CH:10]=2)=[CH:12][CH:13]=1. The catalyst is COCCOC.C1C=CC([P]([Pd]([P](C2C=CC=CC=2)(C2C=CC=CC=2)C2C=CC=CC=2)([P](C2C=CC=CC=2)(C2C=CC=CC=2)C2C=CC=CC=2)[P](C2C=CC=CC=2)(C2C=CC=CC=2)C2C=CC=CC=2)(C2C=CC=CC=2)C2C=CC=CC=2)=CC=1. The reactants are Cl[C:2]1[C:3]2[CH:10]=[C:9]([C:11]3[CH:16]=[CH:15][N:14]=[CH:13][CH:12]=3)[NH:8][C:4]=2[N:5]=[CH:6][N:7]=1.[F:17][C:18]([F:38])([F:37])[C:19]1[CH:20]=[C:21]([CH:34]=[CH:35][CH:36]=1)[C:22]([NH:24][C:25]1[CH:26]=[C:27](B(O)O)[CH:28]=[CH:29][CH:30]=1)=[O:23].C(=O)(O)[O-].[Na+]. (3) The reactants are [Br:1]N1C(=O)CCC1=O.[CH3:9][O:10][C:11](=[O:28])[C:12]([C:19]1[CH:24]=[CH:23][C:22]([OH:25])=[C:21]([CH:26]=[O:27])[CH:20]=1)([CH2:16][O:17][CH3:18])[CH2:13][O:14][CH3:15]. The catalyst is CN(C=O)C. The product is [CH3:9][O:10][C:11](=[O:28])[C:12]([C:19]1[CH:20]=[C:21]([CH:26]=[O:27])[C:22]([OH:25])=[C:23]([Br:1])[CH:24]=1)([CH2:16][O:17][CH3:18])[CH2:13][O:14][CH3:15]. The yield is 0.970. (4) The reactants are [CH3:1][C:2]1([CH3:22])[CH2:6][N:5]([C:7]2[CH:12]=[CH:11][C:10]([C:13]#[C:14][C:15]3[CH:20]=[CH:19][CH:18]=[CH:17][CH:16]=3)=[CH:9][N:8]=2)[C:4](=[O:21])[NH:3]1.[H-].[Na+].IC.[C:27]([O-])(O)=O.[Na+]. The catalyst is CN(C=O)C. The product is [CH3:27][N:3]1[C:2]([CH3:22])([CH3:1])[CH2:6][N:5]([C:7]2[CH:12]=[CH:11][C:10]([C:13]#[C:14][C:15]3[CH:16]=[CH:17][CH:18]=[CH:19][CH:20]=3)=[CH:9][N:8]=2)[C:4]1=[O:21]. The yield is 0.810. (5) The reactants are [C:1]([C:3]1[CH:4]=[C:5]([NH:9][C:10]2[C:19]3[C:14](=[CH:15][C:16]([O:39][CH3:40])=[C:17]([O:20][CH2:21][CH2:22][CH2:23][N:24]4[CH2:28][CH:27]5[CH2:29][N:30](C(OC(C)(C)C)=O)[CH2:31][CH:26]5[CH2:25]4)[CH:18]=3)[N:13]=[CH:12][N:11]=2)[CH:6]=[CH:7][CH:8]=1)#[CH:2].Cl. The catalyst is C(Cl)Cl.CCOC(C)=O. The product is [C:1]([C:3]1[CH:4]=[C:5]([NH:9][C:10]2[C:19]3[C:14](=[CH:15][C:16]([O:39][CH3:40])=[C:17]([O:20][CH2:21][CH2:22][CH2:23][N:24]4[CH2:25][CH:26]5[CH:27]([CH2:29][NH:30][CH2:31]5)[CH2:28]4)[CH:18]=3)[N:13]=[CH:12][N:11]=2)[CH:6]=[CH:7][CH:8]=1)#[CH:2]. The yield is 0.905. (6) The reactants are [Cl:1][C:2]1[CH:7]=[CH:6][C:5]([F:8])=[CH:4][C:3]=1[C@H:9]1[CH2:13][CH2:12][CH2:11][N:10]1[C:14]1[CH:19]=[CH:18][N:17]2[N:20]=[CH:21][C:22]([NH2:23])=[C:16]2[N:15]=1.C1N=CN([C:29](N2C=NC=C2)=[O:30])C=1.Cl.[CH3:37][C:38]1([OH:42])[CH2:41][NH:40][CH2:39]1.COC1CNC1.CCN(C(C)C)C(C)C. The catalyst is C(Cl)Cl. The product is [Cl:1][C:2]1[CH:7]=[CH:6][C:5]([F:8])=[CH:4][C:3]=1[C@H:9]1[CH2:13][CH2:12][CH2:11][N:10]1[C:14]1[CH:19]=[CH:18][N:17]2[N:20]=[CH:21][C:22]([NH:23][C:29]([N:40]3[CH2:41][C:38]([OH:42])([CH3:37])[CH2:39]3)=[O:30])=[C:16]2[N:15]=1. The yield is 0.710. (7) The reactants are [CH3:1][O:2][C:3]([C:5]1[S:9][C:8]2[CH:10]=[C:11]([C:14]([O:16]C(C)(C)C)=[O:15])[CH:12]=[CH:13][C:7]=2[C:6]=1[O:21][CH2:22][C:23]([O:25][CH3:26])=[O:24])=[O:4].FC(F)(F)C(O)=O. The catalyst is ClCCl. The product is [CH3:1][O:2][C:3]([C:5]1[S:9][C:8]2[CH:10]=[C:11]([C:14]([OH:16])=[O:15])[CH:12]=[CH:13][C:7]=2[C:6]=1[O:21][CH2:22][C:23]([O:25][CH3:26])=[O:24])=[O:4]. The yield is 1.08. (8) The reactants are Cl[C:2]1[C:3]([C:25]2[CH:26]=[N:27][N:28]3[CH:33]=[CH:32][CH:31]=[CH:30][C:29]=23)=[N:4][C:5]([NH:8][C:9]2[C:14]([O:15][CH3:16])=[CH:13][C:12]([N:17]3[CH2:20][CH:19]([N:21]([CH3:23])[CH3:22])[CH2:18]3)=[C:11]([NH2:24])[CH:10]=2)=[N:6][CH:7]=1.C1(P(C2CCCCC2)C2C=CC=CC=2C2C(C(C)C)=CC(C(C)C)=CC=2C(C)C)CCCCC1.[C:68]([Zn]C#N)#[N:69]. The catalyst is CC(N(C)C)=O.C1C=CC(/C=C/C(/C=C/C2C=CC=CC=2)=O)=CC=1.C1C=CC(/C=C/C(/C=C/C2C=CC=CC=2)=O)=CC=1.C1C=CC(/C=C/C(/C=C/C2C=CC=CC=2)=O)=CC=1.[Pd].[Pd]. The product is [NH2:24][C:11]1[C:12]([N:17]2[CH2:20][CH:19]([N:21]([CH3:22])[CH3:23])[CH2:18]2)=[CH:13][C:14]([O:15][CH3:16])=[C:9]([NH:8][C:5]2[N:4]=[C:3]([C:25]3[CH:26]=[N:27][N:28]4[CH:33]=[CH:32][CH:31]=[CH:30][C:29]=34)[C:2]([C:68]#[N:69])=[CH:7][N:6]=2)[CH:10]=1. The yield is 0.480. (9) The reactants are [F:1][C:2]([F:26])([F:25])[O:3][C:4]1[CH:9]=[CH:8][C:7]([N:10]2[CH:14]=[N:13][C:12]([C:15]3[CH:20]=[CH:19][C:18]([CH:21]4[CH2:23][CH:22]4[NH2:24])=[CH:17][CH:16]=3)=[N:11]2)=[CH:6][CH:5]=1.CCN(CC)CC.[C:34]1([N:40]=[C:41]=[S:42])[CH:39]=[CH:38][CH:37]=[CH:36][CH:35]=1. The catalyst is C1COCC1. The product is [C:34]1([NH:40][C:41]([NH:24][CH:22]2[CH2:23][CH:21]2[C:18]2[CH:19]=[CH:20][C:15]([C:12]3[N:13]=[CH:14][N:10]([C:7]4[CH:6]=[CH:5][C:4]([O:3][C:2]([F:1])([F:25])[F:26])=[CH:9][CH:8]=4)[N:11]=3)=[CH:16][CH:17]=2)=[S:42])[CH:39]=[CH:38][CH:37]=[CH:36][CH:35]=1. The yield is 0.330. (10) The reactants are [C:1]1([CH:7]([C:31]2[CH:36]=[CH:35][CH:34]=[CH:33][CH:32]=2)[N:8]2[C:16]3[C:11](=[CH:12][C:13]([CH3:17])=[CH:14][CH:15]=3)[C:10]([C:20]3[C:28]([OH:29])=[CH:27][C:23]4[O:24][CH2:25][O:26][C:22]=4[CH:21]=3)([CH2:18]O)[C:9]2=[O:30])[CH:6]=[CH:5][CH:4]=[CH:3][CH:2]=1.C(P(CCCC)CCCC)CCC.N(C(OC(C)(C)C)=O)=NC(OC(C)(C)C)=O. The catalyst is C(OCC)(=O)C. The product is [C:31]1([CH:7]([C:1]2[CH:2]=[CH:3][CH:4]=[CH:5][CH:6]=2)[N:8]2[C:16]3[C:11](=[CH:12][C:13]([CH3:17])=[CH:14][CH:15]=3)[C:10]3([C:20]4=[CH:21][C:22]5[O:26][CH2:25][O:24][C:23]=5[CH:27]=[C:28]4[O:29][CH2:18]3)[C:9]2=[O:30])[CH:32]=[CH:33][CH:34]=[CH:35][CH:36]=1. The yield is 0.780.